Dataset: Forward reaction prediction with 1.9M reactions from USPTO patents (1976-2016). Task: Predict the product of the given reaction. (1) Given the reactants [NH2:1][C:2]1[N:3]=[C:4]([N:18]2[CH2:23][CH2:22][NH:21][CH2:20][CH2:19]2)[C:5]2[C:10]([C:11]3[CH:16]=[CH:15][C:14]([F:17])=[CH:13][CH:12]=3)=[CH:9][S:8][C:6]=2[N:7]=1.C(N(CC)C(C)C)(C)C.[Cl:33][C:34]1[CH:44]=[CH:43][C:37]([O:38][CH2:39][C:40](Cl)=[O:41])=[CH:36][CH:35]=1, predict the reaction product. The product is: [NH2:1][C:2]1[N:3]=[C:4]([N:18]2[CH2:23][CH2:22][N:21]([C:40](=[O:41])[CH2:39][O:38][C:37]3[CH:43]=[CH:44][C:34]([Cl:33])=[CH:35][CH:36]=3)[CH2:20][CH2:19]2)[C:5]2[C:10]([C:11]3[CH:12]=[CH:13][C:14]([F:17])=[CH:15][CH:16]=3)=[CH:9][S:8][C:6]=2[N:7]=1. (2) Given the reactants C(O[C:4](=O)[CH:5]([CH2:11][CH2:12][CH3:13])[C:6]([O:8]CC)=[O:7])C.[CH3:15][CH2:16][O-].[Na+].BrCC1C=[CH:29][C:28]2[C:23](=[CH:24][CH:25]=[CH:26][CH:27]=2)[C:22]=1[C:31]1[C:32]2[C:37]([C:38]3[CH:39]=[CH:40][CH:41]=[CH:42][C:43]=3[CH:44]=1)=[CH:36][CH:35]=[CH:34][CH:33]=2.C1(C)C=CC=CC=1, predict the reaction product. The product is: [CH:42]1[C:43]2[CH:44]=[C:31]([C:22]3[C:23]4[C:28](=[CH:27][CH:26]=[CH:25][CH:24]=4)[CH:29]=[CH:13][C:12]=3[CH2:11][CH:5]([CH2:4][CH2:15][CH3:16])[C:6]([OH:8])=[O:7])[C:32]3[C:37](=[CH:36][CH:35]=[CH:34][CH:33]=3)[C:38]=2[CH:39]=[CH:40][CH:41]=1. (3) Given the reactants [NH2:1][C:2]1[CH:7]=[C:6]([F:8])[CH:5]=[CH:4][C:3]=1[NH:9][C:10]([NH:12][C:13]1[C:17]([Cl:18])=[CH:16][S:15][CH:14]=1)=S.[OH-].[Na+].C1(C)C=CC(S(Cl)(=O)=O)=CC=1.C(OCC)(=O)C, predict the reaction product. The product is: [Cl:18][C:17]1[C:13]([NH:12][C:10]2[NH:9][C:3]3[CH:4]=[CH:5][C:6]([F:8])=[CH:7][C:2]=3[N:1]=2)=[CH:14][S:15][CH:16]=1. (4) Given the reactants Cl[C:2]1[N:7]=[C:6]([N:8]2[C:12]3[CH:13]=[C:14]([NH2:17])[CH:15]=[CH:16][C:11]=3[N:10]=[CH:9]2)[CH:5]=[N:4][CH:3]=1.[CH:18]1([CH2:21][NH2:22])[CH2:20][CH2:19]1.CCN(C(C)C)C(C)C, predict the reaction product. The product is: [CH:18]1([CH2:21][NH:22][C:2]2[N:7]=[C:6]([N:8]3[C:12]4[CH:13]=[C:14]([NH2:17])[CH:15]=[CH:16][C:11]=4[N:10]=[CH:9]3)[CH:5]=[N:4][CH:3]=2)[CH2:20][CH2:19]1.